Dataset: Experimentally validated miRNA-target interactions with 360,000+ pairs, plus equal number of negative samples. Task: Binary Classification. Given a miRNA mature sequence and a target amino acid sequence, predict their likelihood of interaction. (1) The miRNA is hsa-miR-5194 with sequence UGAGGGGUUUGGAAUGGGAUGG. The protein sequence of the target gene is MPKRGKKGAVAEDGDELRTEPEAKKSKTAAKKNDKEAAGEGPALYEDPPDQKTSPSGKPATLKICSWNVDGLRAWIKKKGLDWVKEEAPDILCLQETKCSENKLPAELQELPGLSHQYWSAPSDKEGYSGVGLLSRQCPLKVSYGIGDEEHDQEGRVIVAEFDSFVLVTAYVPNAGRGLVRLEYRQRWDEAFRKFLKGLASRKPLVLCGDLNVAHEEIDLRNPKGNKKNAGFTPQERQGFGELLQAVPLADSFRHLYPNTPYAYTFWTYMMNARSKNVGWRLDYFLLSHSLLPALCDSKI.... Result: 1 (interaction). (2) The miRNA is hsa-miR-376a-3p with sequence AUCAUAGAGGAAAAUCCACGU. The protein sequence of the target gene is MGKIALQLKATLENITNLRPVGEDFRWYLKMKCGNCGEISDKWQYIRLMDSVALKGGRGSASMVQKCKLCARENSIEILSSTIKPYNAEDNENFKTIVEFECRGLEPVDFQPQAGFAAEGVESGTAFSDINLQEKDWTDYDEKAQESVGIYEVTHQFVKC. Result: 1 (interaction).